Dataset: Peptide-MHC class II binding affinity with 134,281 pairs from IEDB. Task: Regression. Given a peptide amino acid sequence and an MHC pseudo amino acid sequence, predict their binding affinity value. This is MHC class II binding data. (1) The peptide sequence is KATLECQVQTAVDFG. The MHC is DRB1_0401 with pseudo-sequence DRB1_0401. The binding affinity (normalized) is 0.103. (2) The MHC is DRB1_0301 with pseudo-sequence DRB1_0301. The binding affinity (normalized) is 0.327. The peptide sequence is DDVLAILPIEDLKAL. (3) The peptide sequence is EKKYFAATQFEPLGA. The MHC is HLA-DQA10301-DQB10302 with pseudo-sequence HLA-DQA10301-DQB10302. The binding affinity (normalized) is 0.391.